Dataset: Experimental lipophilicity measurements (octanol/water distribution) for 4,200 compounds from AstraZeneca. Task: Regression/Classification. Given a drug SMILES string, predict its absorption, distribution, metabolism, or excretion properties. Task type varies by dataset: regression for continuous measurements (e.g., permeability, clearance, half-life) or binary classification for categorical outcomes (e.g., BBB penetration, CYP inhibition). For this dataset (lipophilicity_astrazeneca), we predict Y. (1) The molecule is COc1cc2ncnc(Nc3cccc(Cl)c3F)c2cc1OC1CCN(C)CC1. The Y is 2.72 logD. (2) The compound is CNc1nc2nc(SCc3cccc(F)c3F)nc(N[C@H](C)CO)c2s1. The Y is 3.70 logD. (3) The molecule is O=C(O)c1cccnc1N1CCC(CN2CCC(Oc3ccc(Cl)c(Cl)c3)CC2)CC1. The Y is 1.71 logD.